This data is from Peptide-MHC class I binding affinity with 185,985 pairs from IEDB/IMGT. The task is: Regression. Given a peptide amino acid sequence and an MHC pseudo amino acid sequence, predict their binding affinity value. This is MHC class I binding data. The peptide sequence is GYVEKYDGAW. The MHC is Mamu-B17 with pseudo-sequence Mamu-B17. The binding affinity (normalized) is 0.486.